This data is from Retrosynthesis with 50K atom-mapped reactions and 10 reaction types from USPTO. The task is: Predict the reactants needed to synthesize the given product. (1) The reactants are: Cc1c(CC(N)=O)c2cc([N+](=O)[O-])ccc2n1Cc1ccccc1. Given the product Cc1c(CC(N)=O)c2cc(N)ccc2n1Cc1ccccc1, predict the reactants needed to synthesize it. (2) Given the product CCOC(=O)Cn1c(=O)c2c(nc(N3CCN(C(=O)OC(C)(C)C)CC3)n2-c2ccccc2OC)n(C)c1=O, predict the reactants needed to synthesize it. The reactants are: CCOC(=O)Cn1c(=O)c2[nH]c(N3CCN(C(=O)OC(C)(C)C)CC3)nc2n(C)c1=O.COc1ccccc1B(O)O. (3) The reactants are: C1CCNC1.COc1cc2c(Oc3ccc4[nH]cc(C)c4c3)ncnc2cc1OCC1CCN(C(=O)CCl)CC1. Given the product COc1cc2c(Oc3ccc4[nH]cc(C)c4c3)ncnc2cc1OCC1CCN(C(=O)CN2CCCC2)CC1, predict the reactants needed to synthesize it.